From a dataset of NCI-60 drug combinations with 297,098 pairs across 59 cell lines. Regression. Given two drug SMILES strings and cell line genomic features, predict the synergy score measuring deviation from expected non-interaction effect. Drug 1: CNC(=O)C1=CC=CC=C1SC2=CC3=C(C=C2)C(=NN3)C=CC4=CC=CC=N4. Drug 2: CC12CCC3C(C1CCC2OP(=O)(O)O)CCC4=C3C=CC(=C4)OC(=O)N(CCCl)CCCl.[Na+]. Cell line: PC-3. Synergy scores: CSS=-7.36, Synergy_ZIP=1.08, Synergy_Bliss=-4.27, Synergy_Loewe=-6.81, Synergy_HSA=-6.65.